Dataset: NCI-60 drug combinations with 297,098 pairs across 59 cell lines. Task: Regression. Given two drug SMILES strings and cell line genomic features, predict the synergy score measuring deviation from expected non-interaction effect. (1) Drug 1: C1CC(CNC1)C2=CC=C(C=C2)N3C=C4C=CC=C(C4=N3)C(=O)N. Drug 2: CCC1=C2CN3C(=CC4=C(C3=O)COC(=O)C4(CC)O)C2=NC5=C1C=C(C=C5)O. Cell line: T-47D. Synergy scores: CSS=33.7, Synergy_ZIP=2.75, Synergy_Bliss=5.42, Synergy_Loewe=3.29, Synergy_HSA=9.39. (2) Drug 1: C1=CC=C(C=C1)NC(=O)CCCCCCC(=O)NO. Drug 2: CC1C(C(CC(O1)OC2CC(OC(C2O)C)OC3=CC4=CC5=C(C(=O)C(C(C5)C(C(=O)C(C(C)O)O)OC)OC6CC(C(C(O6)C)O)OC7CC(C(C(O7)C)O)OC8CC(C(C(O8)C)O)(C)O)C(=C4C(=C3C)O)O)O)O. Cell line: A498. Synergy scores: CSS=17.1, Synergy_ZIP=0.411, Synergy_Bliss=3.60, Synergy_Loewe=-15.8, Synergy_HSA=2.28. (3) Drug 1: CC1C(C(=O)NC(C(=O)N2CCCC2C(=O)N(CC(=O)N(C(C(=O)O1)C(C)C)C)C)C(C)C)NC(=O)C3=C4C(=C(C=C3)C)OC5=C(C(=O)C(=C(C5=N4)C(=O)NC6C(OC(=O)C(N(C(=O)CN(C(=O)C7CCCN7C(=O)C(NC6=O)C(C)C)C)C)C(C)C)C)N)C. Drug 2: C1CNP(=O)(OC1)N(CCCl)CCCl. Cell line: ACHN. Synergy scores: CSS=19.4, Synergy_ZIP=-0.103, Synergy_Bliss=-0.0718, Synergy_Loewe=-40.6, Synergy_HSA=-0.984. (4) Drug 1: CNC(=O)C1=CC=CC=C1SC2=CC3=C(C=C2)C(=NN3)C=CC4=CC=CC=N4. Synergy scores: CSS=-13.1, Synergy_ZIP=3.25, Synergy_Bliss=-6.37, Synergy_Loewe=-12.5, Synergy_HSA=-12.9. Cell line: SK-MEL-5. Drug 2: C1CN(P(=O)(OC1)NCCCl)CCCl. (5) Drug 1: CCCCC(=O)OCC(=O)C1(CC(C2=C(C1)C(=C3C(=C2O)C(=O)C4=C(C3=O)C=CC=C4OC)O)OC5CC(C(C(O5)C)O)NC(=O)C(F)(F)F)O. Drug 2: CC(C)CN1C=NC2=C1C3=CC=CC=C3N=C2N. Cell line: SR. Synergy scores: CSS=42.5, Synergy_ZIP=-2.27, Synergy_Bliss=-5.96, Synergy_Loewe=-6.46, Synergy_HSA=-5.73.